This data is from NCI-60 drug combinations with 297,098 pairs across 59 cell lines. The task is: Regression. Given two drug SMILES strings and cell line genomic features, predict the synergy score measuring deviation from expected non-interaction effect. Drug 1: CC1=C(C=C(C=C1)NC2=NC=CC(=N2)N(C)C3=CC4=NN(C(=C4C=C3)C)C)S(=O)(=O)N.Cl. Drug 2: C1=NC2=C(N1)C(=S)N=C(N2)N. Cell line: SF-268. Synergy scores: CSS=10.4, Synergy_ZIP=-6.40, Synergy_Bliss=2.04, Synergy_Loewe=-10.1, Synergy_HSA=-0.913.